Dataset: Forward reaction prediction with 1.9M reactions from USPTO patents (1976-2016). Task: Predict the product of the given reaction. (1) Given the reactants [SH:1][C:2]1[CH:7]=[CH:6][C:5]([N+:8]([O-:10])=[O:9])=[CH:4][N:3]=1.Cl.Cl[CH2:13][C:14]1[N:18]([CH2:19][CH2:20][CH3:21])[CH:17]=[N:16][N:15]=1.C(=O)([O-])[O-].[K+].[K+], predict the reaction product. The product is: [N+:8]([C:5]1[CH:6]=[CH:7][C:2]([S:1][CH2:13][C:14]2[N:18]([CH2:19][CH2:20][CH3:21])[CH:17]=[N:16][N:15]=2)=[N:3][CH:4]=1)([O-:10])=[O:9]. (2) The product is: [C:9]([CH2:8][CH2:7][N:6]1[C:5]2[CH:12]=[CH:13][C:14]([C:16]([CH:18]3[CH2:23][CH2:22][CH2:21][CH2:20][CH2:19]3)=[O:17])=[CH:15][C:4]=2[N:3]=[C:2]1[NH:1][C:30](=[O:31])[C:29]1[CH:33]=[CH:34][C:26]([C:24]#[N:25])=[CH:27][CH:28]=1)(=[O:10])[NH2:11]. Given the reactants [NH2:1][C:2]1[N:6]([CH2:7][CH2:8][C:9]([NH2:11])=[O:10])[C:5]2[CH:12]=[CH:13][C:14]([C:16]([CH:18]3[CH2:23][CH2:22][CH2:21][CH2:20][CH2:19]3)=[O:17])=[CH:15][C:4]=2[N:3]=1.[C:24]([C:26]1[CH:34]=[CH:33][C:29]([C:30](Cl)=[O:31])=[CH:28][CH:27]=1)#[N:25], predict the reaction product. (3) Given the reactants [NH2:1][C:2]1[C:3]([O:18][CH3:19])=[CH:4][C:5]2[CH2:11][N:10]([CH2:12][CH2:13][O:14][CH3:15])[CH2:9][C:8](=[O:16])[NH:7][C:6]=2[CH:17]=1.Cl[C:21]1[N:26]=[C:25]([NH:27][C@@H:28]2[C@@H:33]3[CH2:34][C@@H:30]([CH:31]=[CH:32]3)[C@@H:29]2[C:35]([NH2:37])=[O:36])[C:24]([Cl:38])=[CH:23][N:22]=1, predict the reaction product. The product is: [Cl:38][C:24]1[C:25]([NH:27][C@@H:28]2[C@@H:33]3[CH2:34][C@@H:30]([CH:31]=[CH:32]3)[C@@H:29]2[C:35]([NH2:37])=[O:36])=[N:26][C:21]([NH:1][C:2]2[C:3]([O:18][CH3:19])=[CH:4][C:5]3[CH2:11][N:10]([CH2:12][CH2:13][O:14][CH3:15])[CH2:9][C:8](=[O:16])[NH:7][C:6]=3[CH:17]=2)=[N:22][CH:23]=1. (4) Given the reactants Br[C:2]1[N:7]=[C:6]([N:8]([C:15]2[CH:20]=[CH:19][CH:18]=[C:17](Br)[N:16]=2)[C:9]2[CH:14]=[CH:13][CH:12]=[CH:11][CH:10]=2)[CH:5]=[CH:4][CH:3]=1.[CH:22]1[C:30]2[C:29]3[CH:31]=[CH:32][CH:33]=[CH:34][C:28]=3[O:27][C:26]=2[C:25](B(O)O)=[CH:24][CH:23]=1.C1(P(C2CCCCC2)[C:45]2[CH:50]=[CH:49][CH:48]=[CH:47][C:46]=2[C:51]2[C:56]([O:57]C)=[CH:55][CH:54]=[CH:53][C:52]=2OC)CCCCC1.O.[O-]P([O-])([O-])=O.[K+].[K+].[K+], predict the reaction product. The product is: [CH:22]1[C:30]2[C:29]3[CH:31]=[CH:32][CH:33]=[CH:34][C:28]=3[O:27][C:26]=2[C:25]([C:2]2[N:7]=[C:6]([N:8]([C:15]3[CH:20]=[CH:19][CH:18]=[C:17]([C:55]4[C:56]5[O:57][C:45]6[CH:50]=[CH:49][CH:48]=[CH:47][C:46]=6[C:51]=5[CH:52]=[CH:53][CH:54]=4)[N:16]=3)[C:9]3[CH:14]=[CH:13][CH:12]=[CH:11][CH:10]=3)[CH:5]=[CH:4][CH:3]=2)=[CH:24][CH:23]=1. (5) The product is: [CH3:1][N:2]([CH3:22])[C:3]1[CH:8]=[CH:7][C:6]([Br:29])=[CH:5][C:4]=1[S:10]([NH:13][CH2:14][CH2:15][C:16]1[CH:21]=[CH:20][CH:19]=[CH:18][N:17]=1)(=[O:12])=[O:11]. Given the reactants [CH3:1][N:2]([CH3:22])[C:3]1[CH:8]=[CH:7][C:6](N)=[CH:5][C:4]=1[S:10]([NH:13][CH2:14][CH2:15][C:16]1[CH:21]=[CH:20][CH:19]=[CH:18][N:17]=1)(=[O:12])=[O:11].N([O-])=O.[Na+].[OH-].[Na+].[BrH:29], predict the reaction product. (6) Given the reactants [Cl:1][C:2]1[CH:3]=[C:4]([S:8]([NH:11][C:12]2[CH:13]=[C:14]([CH:26]=[CH:27][CH:28]=2)[C:15]([NH:17]C2C=CC(C#N)=CC=2)=[O:16])(=[O:10])=[O:9])[CH:5]=[CH:6][CH:7]=1.[Cl-].[NH4+:30].[N-:31]=[N+:32]=[N-:33].[Na+], predict the reaction product. The product is: [Cl:1][C:2]1[CH:3]=[C:4]([S:8]([NH:11][C:12]2[C:13]([C:28]3[CH:27]=[CH:26][C:14]([C:15]4[NH:30][N:33]=[N:32][N:31]=4)=[CH:13][CH:12]=3)=[C:14]([CH:26]=[CH:27][CH:28]=2)[C:15]([NH2:17])=[O:16])(=[O:9])=[O:10])[CH:5]=[CH:6][CH:7]=1. (7) Given the reactants [O:1]=[C:2]1[NH:7][C:6](=[O:8])[C:5]2[CH:9]=[C:10]([C:13]3[C:17]([CH:18]=O)=[CH:16][NH:15][N:14]=3)[CH:11]=[CH:12][C:4]=2[O:3]1.[F:20][C:21]([F:36])([F:35])[C:22]1[CH:23]=[CH:24][C:25]([N:28]2[CH2:34][CH2:33][CH2:32][NH:31][CH2:30][CH2:29]2)=[N:26][CH:27]=1, predict the reaction product. The product is: [F:36][C:21]([F:20])([F:35])[C:22]1[CH:23]=[CH:24][C:25]([N:28]2[CH2:34][CH2:33][CH2:32][N:31]([CH2:18][C:17]3[C:13]([C:10]4[CH:11]=[CH:12][C:4]5[O:3][C:2](=[O:1])[NH:7][C:6](=[O:8])[C:5]=5[CH:9]=4)=[N:14][NH:15][CH:16]=3)[CH2:30][CH2:29]2)=[N:26][CH:27]=1. (8) Given the reactants [CH2:1]([C:5]1[CH:36]=[CH:35][C:8]([NH:9][CH:10]2[CH2:15][CH2:14][N:13]([CH2:16][C:17]3[CH:22]=[CH:21][N:20]=[C:19]([C:23]4[CH:28]=[C:27]([O:29][CH3:30])[C:26]([O:31][CH3:32])=[C:25]([O:33][CH3:34])[CH:24]=4)[CH:18]=3)[CH2:12][CH2:11]2)=[CH:7][CH:6]=1)[CH2:2][CH2:3][CH3:4].[Cl:37][CH2:38][C:39]1[C:40]([C:45]2[CH:50]=[C:49]([O:51][CH3:52])[C:48]([O:53][CH3:54])=[C:47]([O:55][CH3:56])[CH:46]=2)=[N:41][CH:42]=[CH:43][CH:44]=1, predict the reaction product. The product is: [ClH:37].[ClH:37].[ClH:37].[CH2:1]([C:5]1[CH:6]=[CH:7][C:8]([N:9]([CH:10]2[CH2:11][CH2:12][N:13]([CH2:16][C:17]3[CH:22]=[CH:21][N:20]=[C:19]([C:23]4[CH:28]=[C:27]([O:29][CH3:30])[C:26]([O:31][CH3:32])=[C:25]([O:33][CH3:34])[CH:24]=4)[CH:18]=3)[CH2:14][CH2:15]2)[CH2:38][C:39]2[C:40]([C:45]3[CH:50]=[C:49]([O:51][CH3:52])[C:48]([O:53][CH3:54])=[C:47]([O:55][CH3:56])[CH:46]=3)=[N:41][CH:42]=[CH:43][CH:44]=2)=[CH:35][CH:36]=1)[CH2:2][CH2:3][CH3:4]. (9) Given the reactants [S:1]1[CH:5]=[C:4]([C:6]([O-:8])=O)[N:3]=[C:2]1[C:9]([O:11][CH2:12][CH3:13])=[O:10].[NH2:14][C@H:15]([CH3:31])[CH2:16][N:17]1[CH:21]=[CH:20][C:19]([C:22]2[CH:29]=[CH:28][C:25]([C:26]#[N:27])=[C:24]([Cl:30])[CH:23]=2)=[N:18]1, predict the reaction product. The product is: [Cl:30][C:24]1[CH:23]=[C:22]([C:19]2[CH:20]=[CH:21][N:17]([CH2:16][C@H:15]([NH:14][C:6]([C:4]3[N:3]=[C:2]([C:9]([O:11][CH2:12][CH3:13])=[O:10])[S:1][CH:5]=3)=[O:8])[CH3:31])[N:18]=2)[CH:29]=[CH:28][C:25]=1[C:26]#[N:27].